This data is from Forward reaction prediction with 1.9M reactions from USPTO patents (1976-2016). The task is: Predict the product of the given reaction. Given the reactants [F:1][CH:2]([F:37])[C:3]1[N:7]([C:8]2[N:13]=[C:12]([N:14]3[CH2:19][CH2:18][O:17][CH2:16][CH2:15]3)[N:11]=[C:10]([N:20]3[CH2:25][CH2:24][N:23]([S:26]([CH:29]=[CH2:30])(=[O:28])=[O:27])[CH2:22][CH2:21]3)[N:9]=2)[C:6]2[CH:31]=[CH:32][CH:33]=[C:34]([O:35][CH3:36])[C:5]=2[N:4]=1.FC(F)(F)C(O)=O.[NH:45]1[CH2:50][CH2:49][S:48](=[O:51])[CH2:47][CH2:46]1.CCN(C(C)C)C(C)C, predict the reaction product. The product is: [F:37][CH:2]([F:1])[C:3]1[N:7]([C:8]2[N:13]=[C:12]([N:14]3[CH2:15][CH2:16][O:17][CH2:18][CH2:19]3)[N:11]=[C:10]([N:20]3[CH2:21][CH2:22][N:23]([S:26]([CH2:29][CH2:30][N:45]4[CH2:50][CH2:49][S:48](=[O:51])[CH2:47][CH2:46]4)(=[O:28])=[O:27])[CH2:24][CH2:25]3)[N:9]=2)[C:6]2[CH:31]=[CH:32][CH:33]=[C:34]([O:35][CH3:36])[C:5]=2[N:4]=1.